Dataset: Reaction yield outcomes from USPTO patents with 853,638 reactions. Task: Predict the reaction yield, written as a fraction of the theoretical maximum amount of product (1.0 means a 100% yield; for example, 0.34 means a 34% yield). (1) The reactants are [H-].[Na+].[CH3:3]N(C=O)C.[F:8][C:9]1[CH:14]=[CH:13][C:12]([S:15]([NH:18][C@H:19]2[CH2:38][N:23]3[C:24]4[C:29]([C:30]([CH2:31][C:32]([O:34][CH2:35][CH2:36][CH3:37])=[O:33])=[C:22]3[CH2:21][CH2:20]2)=[CH:28][CH:27]=[CH:26][CH:25]=4)(=[O:17])=[O:16])=[CH:11][CH:10]=1. The catalyst is [NH4+].[Cl-]. The product is [F:8][C:9]1[CH:14]=[CH:13][C:12]([S:15]([N:18]([CH3:3])[C@H:19]2[CH2:38][N:23]3[C:24]4[C:29]([C:30]([CH2:31][C:32]([O:34][CH2:35][CH2:36][CH3:37])=[O:33])=[C:22]3[CH2:21][CH2:20]2)=[CH:28][CH:27]=[CH:26][CH:25]=4)(=[O:16])=[O:17])=[CH:11][CH:10]=1. The yield is 0.980. (2) The reactants are [C:1]1(=[O:11])[C:10]2[C:5](=[CH:6][CH:7]=[CH:8][CH:9]=2)[CH2:4][CH2:3][CH2:2]1.[C:12]([O:21][CH2:22][CH3:23])(=[O:20])[C:13]([C:15]([O:17][CH2:18][CH3:19])=[O:16])=[O:14]. No catalyst specified. The product is [O:11]=[C:1]1[C:10]2[C:5](=[CH:6][CH:7]=[CH:8][CH:9]=2)[CH2:4][CH2:3][CH:2]1[C:13]([OH:14])([C:12]([O:21][CH2:22][CH3:23])=[O:20])[C:15]([O:17][CH2:18][CH3:19])=[O:16]. The yield is 0.704. (3) The reactants are [Br:1][C:2]1[CH:7]=[CH:6][C:5]([C:8]([C:13]#N)([CH2:11][CH3:12])[CH2:9][CH3:10])=[CH:4][CH:3]=1.[H-].C([Al+]CC(C)C)C(C)C.C1(C)C=CC=CC=1.[Cl-].[NH4+].S(=O)(=O)(O)[OH:35]. The catalyst is CO.C1(C)C=CC=CC=1. The product is [Br:1][C:2]1[CH:7]=[CH:6][C:5]([C:8]([CH2:11][CH3:12])([CH:13]=[O:35])[CH2:9][CH3:10])=[CH:4][CH:3]=1. The yield is 0.300. (4) The reactants are [CH:1]([N:4]1[C:8]([C:9]2[S:10][C:11]3[CH2:12][CH2:13][O:14][C:15]4[CH:22]=[CH:21][C:20]([CH:23]5[CH2:26][N:25]([CH2:27][CH2:28][O:29]C6CCCCO6)[CH2:24]5)=[CH:19][C:16]=4[C:17]=3[N:18]=2)=[N:7][CH:6]=[N:5]1)([CH3:3])[CH3:2].Cl.O1CCOCC1. The catalyst is CO.C(Cl)Cl. The product is [CH:1]([N:4]1[C:8]([C:9]2[S:10][C:11]3[CH2:12][CH2:13][O:14][C:15]4[CH:22]=[CH:21][C:20]([CH:23]5[CH2:24][N:25]([CH2:27][CH2:28][OH:29])[CH2:26]5)=[CH:19][C:16]=4[C:17]=3[N:18]=2)=[N:7][CH:6]=[N:5]1)([CH3:3])[CH3:2]. The yield is 0.320. (5) The reactants are [C:1]([C:5]1[CH:6]=[C:7]2[C:12](=[CH:13][CH:14]=1)[N:11]=[C:10]1[S:15][C:16]([C:18]([OH:20])=O)=[CH:17][C:9]1=[CH:8]2)([CH3:4])([CH3:3])[CH3:2].CN(C=O)C.[CH3:26][N:27]([CH3:31])[CH2:28][CH2:29][NH2:30].C(N(C(C)C)CC)(C)C. The catalyst is S(Cl)(Cl)=O.C(Cl)Cl.C(Cl)Cl. The product is [CH3:26][N:27]([CH3:31])[CH2:28][CH2:29][NH:30][C:18]([C:16]1[S:15][C:10]2=[N:11][C:12]3[C:7]([CH:8]=[C:9]2[CH:17]=1)=[CH:6][C:5]([C:1]([CH3:2])([CH3:4])[CH3:3])=[CH:14][CH:13]=3)=[O:20]. The yield is 0.930. (6) The reactants are [C:1]1([C@H:7]2[CH2:11][O:10][C:9](=[O:12])[NH:8]2)[CH:6]=[CH:5][CH:4]=[CH:3][CH:2]=1.C([Li])CCC.[C:18](Cl)(=[O:27])/[CH:19]=[CH:20]/[C:21]1[CH:26]=[CH:25][CH:24]=[CH:23][CH:22]=1. The catalyst is C1COCC1. The product is [C:1]1([C@H:7]2[CH2:11][O:10][C:9](=[O:12])[N:8]2[C:18](=[O:27])/[CH:19]=[CH:20]/[C:21]2[CH:26]=[CH:25][CH:24]=[CH:23][CH:22]=2)[CH:2]=[CH:3][CH:4]=[CH:5][CH:6]=1. The yield is 0.970. (7) The reactants are Cl[C:2]1[CH:7]=[C:6]([N:8]2[CH2:13][CH2:12][CH:11]([C:14]([F:17])([F:16])[F:15])[CH2:10][CH2:9]2)[C:5]([F:18])=[CH:4][N:3]=1.C(Cl)(Cl)Cl.C[C:24]([N:26](C)C)=O. The catalyst is C1C=CC(/C=C/C(/C=C/C2C=CC=CC=2)=O)=CC=1.C1C=CC(/C=C/C(/C=C/C2C=CC=CC=2)=O)=CC=1.C1C=CC(/C=C/C(/C=C/C2C=CC=CC=2)=O)=CC=1.[Pd].[Pd].[C-]#N.[C-]#N.[Zn+2].C1C=CC(P(C2C=CC=CC=2)[C-]2C=CC=C2)=CC=1.C1C=CC(P(C2C=CC=CC=2)[C-]2C=CC=C2)=CC=1.[Fe+2].[Zn]. The product is [F:18][C:5]1[C:6]([N:8]2[CH2:13][CH2:12][CH:11]([C:14]([F:17])([F:16])[F:15])[CH2:10][CH2:9]2)=[CH:7][C:2]([C:24]#[N:26])=[N:3][CH:4]=1. The yield is 0.900. (8) The reactants are [CH3:1][C@H:2]1[CH2:6][C@H:5]([CH2:7][N:8]2[C:16]3[C:11](=[CH:12][C:13]([C:17]4[CH:18]=[N:19][N:20](C5CCCCO5)[CH:21]=4)=[CH:14][CH:15]=3)[CH:10]=[CH:9]2)[CH2:4][N:3]1[C:28](=[O:37])[CH2:29][CH2:30][C:31]1[CH:36]=[CH:35][CH:34]=[CH:33][CH:32]=1.C([O-])(O)=O.[Na+]. The catalyst is CO.ClCCl. The product is [NH:19]1[CH:18]=[C:17]([C:13]2[CH:12]=[C:11]3[C:16](=[CH:15][CH:14]=2)[N:8]([CH2:7][C@@H:5]2[CH2:4][N:3]([C:28](=[O:37])[CH2:29][CH2:30][C:31]4[CH:32]=[CH:33][CH:34]=[CH:35][CH:36]=4)[C@@H:2]([CH3:1])[CH2:6]2)[CH:9]=[CH:10]3)[CH:21]=[N:20]1. The yield is 0.320. (9) The reactants are [Cl:1][C:2]1[CH:7]=[CH:6][N:5]=[C:4]([CH3:8])[CH:3]=1.[F:9][C:10]1[CH:20]=[CH:19][C:13]([C:14](OCC)=[O:15])=[CH:12][CH:11]=1.C[Si]([N-][Si](C)(C)C)(C)C.[Li+]. The catalyst is O1CCCC1. The product is [Cl:1][C:2]1[CH:7]=[CH:6][N:5]=[C:4]([CH2:8][C:14]([C:13]2[CH:19]=[CH:20][C:10]([F:9])=[CH:11][CH:12]=2)=[O:15])[CH:3]=1. The yield is 0.990. (10) The reactants are Br[CH:2]([C:7]([C:9]1[CH:14]=[CH:13][C:12]([F:15])=[CH:11][CH:10]=1)=O)[C:3]([O:5][CH3:6])=[O:4].[CH3:16][O:17][C:18]1[CH:26]=[CH:25][C:21]([C:22](=[S:24])[NH2:23])=[CH:20][CH:19]=1. The catalyst is CC#N. The product is [F:15][C:12]1[CH:13]=[CH:14][C:9]([C:7]2[N:23]=[C:22]([C:21]3[CH:25]=[CH:26][C:18]([O:17][CH3:16])=[CH:19][CH:20]=3)[S:24][C:2]=2[C:3]([O:5][CH3:6])=[O:4])=[CH:10][CH:11]=1. The yield is 0.220.